Dataset: Forward reaction prediction with 1.9M reactions from USPTO patents (1976-2016). Task: Predict the product of the given reaction. (1) Given the reactants C(N(CC)CC)C.[CH2:8]([O:10][C:11]1[CH:12]=[C:13](/[CH:18]=[CH:19]/[C:20]([O:22][CH3:23])=[O:21])[CH:14]=[CH:15][C:16]=1[OH:17])[CH3:9].[F:24][C:25]([F:38])([F:37])[S:26](O[S:26]([C:25]([F:38])([F:37])[F:24])(=[O:28])=[O:27])(=[O:28])=[O:27], predict the reaction product. The product is: [CH2:8]([O:10][C:11]1[CH:12]=[C:13](/[CH:18]=[CH:19]/[C:20]([O:22][CH3:23])=[O:21])[CH:14]=[CH:15][C:16]=1[O:17][S:26]([C:25]([F:38])([F:37])[F:24])(=[O:28])=[O:27])[CH3:9]. (2) Given the reactants Br[C:2]1[CH:3]=[C:4]2[C:11]3([N:15]=[C:14]([NH2:16])[C:13]([CH3:17])=[N:12]3)[CH2:10][CH2:9][O:8][C:5]2=[CH:6][CH:7]=1.[Cl:18][C:19]1[CH:20]=[C:21](B(O)O)[CH:22]=[N:23][CH:24]=1.C([O-])([O-])=O.[K+].[K+], predict the reaction product. The product is: [Cl:18][C:19]1[CH:20]=[C:21]([C:2]2[CH:3]=[C:4]3[C:11]4([N:15]=[C:14]([NH2:16])[C:13]([CH3:17])=[N:12]4)[CH2:10][CH2:9][O:8][C:5]3=[CH:6][CH:7]=2)[CH:22]=[N:23][CH:24]=1. (3) Given the reactants [Br:1][C:2]1[C:10]2[C:9](=[O:11])[NH:8][N:7]=[CH:6][C:5]=2[S:4][CH:3]=1.[N:12]1[CH:17]=[CH:16][CH:15]=[CH:14][C:13]=1[CH2:18][CH2:19]O, predict the reaction product. The product is: [Br:1][C:2]1[C:10]2[C:9](=[O:11])[N:8]([CH2:19][CH2:18][C:13]3[CH:14]=[CH:15][CH:16]=[CH:17][N:12]=3)[N:7]=[CH:6][C:5]=2[S:4][CH:3]=1. (4) Given the reactants C(N1CCN(CCC[O:13][C:14]2[CH:19]=[CH:18][C:17]([CH:20]3[CH2:25][CH2:24][N:23](C4CCC5N(C(C(F)(F)F)=NN=5)N=4)[CH2:22][CH2:21]3)=[CH:16][CH:15]=2)CC1)(=O)C, predict the reaction product. The product is: [NH:23]1[CH2:24][CH2:25][CH:20]([C:17]2[CH:16]=[CH:15][C:14]([OH:13])=[CH:19][CH:18]=2)[CH2:21][CH2:22]1. (5) Given the reactants ClC1C=C2C(=CC=1)[N:7](S(C1C=CC=CC=1)(=O)=O)C(C(OCC)=O)=C2S(Cl)(=O)=O.[Br:29][C:30]1[CH:31]=[C:32]2[C:36](=[CH:37][CH:38]=1)[N:35](S(C1C=CC=CC=1)(=O)=O)[C:34]([C:48]([O:50]CC)=O)=[C:33]2[S:53](Cl)(=[O:55])=[O:54].Cl.CN.Cl.[NH2:61][CH2:62][C:63]1[CH:68]=[CH:67][C:66]([S:69]([NH2:72])(=[O:71])=[O:70])=[CH:65][CH:64]=1, predict the reaction product. The product is: [NH2:72][S:69]([C:66]1[CH:65]=[CH:64][C:63]([CH2:62][NH:61][S:53]([C:33]2[C:32]3[C:36](=[CH:37][CH:38]=[C:30]([Br:29])[CH:31]=3)[NH:35][C:34]=2[C:48]([NH2:7])=[O:50])(=[O:54])=[O:55])=[CH:68][CH:67]=1)(=[O:70])=[O:71].